This data is from Peptide-MHC class II binding affinity with 134,281 pairs from IEDB. The task is: Regression. Given a peptide amino acid sequence and an MHC pseudo amino acid sequence, predict their binding affinity value. This is MHC class II binding data. The peptide sequence is ASAAALAGDAAGAWR. The MHC is DRB1_1302 with pseudo-sequence DRB1_1302. The binding affinity (normalized) is 0.146.